From a dataset of Forward reaction prediction with 1.9M reactions from USPTO patents (1976-2016). Predict the product of the given reaction. (1) Given the reactants [C:1]([O:5][C:6]([N:8]1[CH2:12][C@H:11](OS(C2C=CC(C)=CC=2)(=O)=O)[CH2:10][C@H:9]1[C:24]([N:26]1[CH2:31][CH2:30][CH2:29][CH2:28][CH2:27]1)=[O:25])=[O:7])([CH3:4])([CH3:3])[CH3:2].[C:32]([O-:35])(=[S:34])[CH3:33].[K+], predict the reaction product. The product is: [C:1]([O:5][C:6]([N:8]1[CH2:12][C@@H:11]([S:34][C:32](=[O:35])[CH3:33])[CH2:10][C@H:9]1[C:24]([N:26]1[CH2:27][CH2:28][CH2:29][CH2:30][CH2:31]1)=[O:25])=[O:7])([CH3:4])([CH3:2])[CH3:3]. (2) Given the reactants [CH3:1][O:2][C:3](=[O:23])[CH:4]([NH:15][CH2:16][C:17]1[CH:22]=[CH:21][CH:20]=[CH:19][CH:18]=1)[CH2:5][C:6]1[CH:11]=[CH:10][C:9]([N+:12]([O-:14])=[O:13])=[CH:8][CH:7]=1.C(N(CC)CC)C.[C:31](O[C:31]([O:33][C:34]([CH3:37])([CH3:36])[CH3:35])=[O:32])([O:33][C:34]([CH3:37])([CH3:36])[CH3:35])=[O:32], predict the reaction product. The product is: [CH3:1][O:2][C:3](=[O:23])[C@@H:4]([N:15]([CH2:16][C:17]1[CH:18]=[CH:19][CH:20]=[CH:21][CH:22]=1)[C:31]([O:33][C:34]([CH3:37])([CH3:36])[CH3:35])=[O:32])[CH2:5][C:6]1[CH:7]=[CH:8][C:9]([N+:12]([O-:14])=[O:13])=[CH:10][CH:11]=1. (3) The product is: [CH:1]([S:4][C:5]1[CH:10]=[CH:9][CH:8]=[C:7]([C:23]2[C:22]([Cl:25])=[CH:21][C:20]([C:26]([F:27])([F:29])[F:28])=[CH:19][C:18]=2[Cl:17])[CH:6]=1)([CH3:3])[CH3:2]. Given the reactants [CH:1]([S:4][C:5]1[CH:10]=[CH:9][CH:8]=[C:7](I)[CH:6]=1)([CH3:3])[CH3:2].C([Li])CCC.[Cl:17][C:18]1[CH:19]=[C:20]([C:26]([F:29])([F:28])[F:27])[CH:21]=[C:22]([Cl:25])[C:23]=1F.O, predict the reaction product.